From a dataset of Full USPTO retrosynthesis dataset with 1.9M reactions from patents (1976-2016). Predict the reactants needed to synthesize the given product. (1) Given the product [ClH:25].[Br:17][C:18]1[CH:22]=[CH:21][S:20][C:19]=1[C:23]([NH:1][C:2]1[CH:7]=[CH:6][CH:5]=[C:4]([C:8]([CH:10]2[CH2:15][CH2:14][N:13]([CH3:16])[CH2:12][CH2:11]2)=[O:9])[N:3]=1)=[O:24], predict the reactants needed to synthesize it. The reactants are: [NH2:1][C:2]1[CH:7]=[CH:6][CH:5]=[C:4]([C:8]([CH:10]2[CH2:15][CH2:14][N:13]([CH3:16])[CH2:12][CH2:11]2)=[O:9])[N:3]=1.[Br:17][C:18]1[CH:22]=[CH:21][S:20][C:19]=1[C:23]([Cl:25])=[O:24]. (2) Given the product [CH2:1]([CH:5]1[CH2:6][CH2:7][CH:8]([S:11]([C:14]([S:15]([CH:18]2[CH2:23][CH2:22][CH:21]([CH2:24][CH2:25][CH2:26][CH3:27])[CH2:20][CH2:19]2)(=[O:17])=[O:16])=[N+:37]=[N-:38])(=[O:13])=[O:12])[CH2:9][CH2:10]1)[CH2:2][CH2:3][CH3:4], predict the reactants needed to synthesize it. The reactants are: [CH2:1]([CH:5]1[CH2:10][CH2:9][CH:8]([S:11]([CH2:14][S:15]([CH:18]2[CH2:23][CH2:22][CH:21]([CH2:24][CH2:25][CH2:26][CH3:27])[CH2:20][CH2:19]2)(=[O:17])=[O:16])(=[O:13])=[O:12])[CH2:7][CH2:6]1)[CH2:2][CH2:3][CH3:4].C1(C)C=CC(S([N:37]=[N+:38]=[N-])(=O)=O)=CC=1.O.Cl. (3) The reactants are: [NH2:1][C:2]1[O:3][CH2:4][C@@:5]2([N:27]=1)[C:18]1[CH:17]=[C:16]([OH:19])[CH:15]=[C:14]([F:20])[C:13]=1[O:12][C:11]1[C:6]2=[CH:7][C:8]([C:21]2[CH:26]=[N:25][CH:24]=[CH:23][N:22]=2)=[CH:9][CH:10]=1.[F:28][C:29]([F:48])([F:47])[S:30](N(C1C=CC=CC=1)[S:30]([C:29]([F:48])([F:47])[F:28])(=[O:32])=[O:31])(=[O:32])=[O:31]. Given the product [F:28][C:29]([F:48])([F:47])[S:30]([O:19][C:16]1[CH:17]=[C:18]2[C:13]([O:12][C:11]3[CH:10]=[CH:9][C:8]([C:21]4[CH:26]=[N:25][CH:24]=[CH:23][N:22]=4)=[CH:7][C:6]=3[C@:5]32[CH2:4][O:3][C:2]([NH2:1])=[N:27]3)=[C:14]([F:20])[CH:15]=1)(=[O:32])=[O:31], predict the reactants needed to synthesize it. (4) Given the product [O:32]=[S:2]1(=[O:1])[CH:3]=[CH:4][N:5]([C:14]2[CH:19]=[CH:18][C:17]([N:20]3[CH2:24][C@H:23]([CH2:25][NH:26][C:27](=[O:29])[CH3:28])[O:22][C:21]3=[O:30])=[CH:16][C:15]=2[F:31])[CH2:6][CH2:7]1, predict the reactants needed to synthesize it. The reactants are: [O:1]=[S:2]1(=[O:32])[C:7](C(=O)C(F)(F)F)=[CH:6][N:5]([C:14]2[CH:19]=[CH:18][C:17]([N:20]3[CH2:24][C@H:23]([CH2:25][NH:26][C:27](=[O:29])[CH3:28])[O:22][C:21]3=[O:30])=[CH:16][C:15]=2[F:31])[CH2:4][CH2:3]1.C([O-])([O-])=O.[K+].[K+]. (5) Given the product [C:44]([O:43][C:41]([N:38]1[CH2:39][CH2:40][C:35]([CH2:34][N:31]2[CH2:32][CH2:33][N:28]([C:26]([O:25][CH2:18][C:19]3[CH:24]=[CH:23][CH:22]=[CH:21][CH:20]=3)=[O:27])[CH2:29][C:30]2=[O:51])([NH:54][C:57]([O:68][CH2:66][CH3:67])=[O:8])[CH2:36][CH2:37]1)=[O:42])([CH3:47])([CH3:46])[CH3:45], predict the reactants needed to synthesize it. The reactants are: C1(P(N=[N+]=[N-])(C2C=CC=CC=2)=[O:8])C=CC=CC=1.[CH2:18]([O:25][C:26]([N:28]1[CH2:33][CH2:32][N:31]([CH2:34][C:35]2(C(O)=O)[CH2:40][CH2:39][N:38]([C:41]([O:43][C:44]([CH3:47])([CH3:46])[CH3:45])=[O:42])[CH2:37][CH2:36]2)[C:30](=[O:51])[CH2:29]1)=[O:27])[C:19]1[CH:24]=[CH:23][CH:22]=[CH:21][CH:20]=1.C([N:54]([CH2:57]C)CC)C.C1(C)C=CC=CC=1.[CH2:66]([OH:68])[CH3:67]. (6) Given the product [ClH:1].[CH3:19][O:18][C:15]1[CH:16]=[CH:17][C:12]([NH:11][C:4]2[C:5]3[N:6]([N:8]=[CH:9][N:10]=3)[CH:7]=[C:2]([C:31]3[CH:32]=[CH:33][C:28]([C:27]([NH:26][CH2:25][CH2:24][N:23]([CH3:22])[CH3:44])=[O:43])=[CH:29][CH:30]=3)[CH:3]=2)=[N:13][C:14]=1[O:20][CH3:21], predict the reactants needed to synthesize it. The reactants are: [Cl:1][C:2]1[CH:3]=[C:4]([NH:11][C:12]2[CH:17]=[CH:16][C:15]([O:18][CH3:19])=[C:14]([O:20][CH3:21])[N:13]=2)[C:5]2[N:6]([N:8]=[CH:9][N:10]=2)[CH:7]=1.[CH3:22][N:23]([CH3:44])[CH2:24][CH2:25][NH:26][C:27](=[O:43])[C:28]1[CH:33]=[CH:32][C:31](B2OC(C)(C)C(C)(C)O2)=[CH:30][CH:29]=1.CC(C1C=C(C(C)C)C(C2C=CC=CC=2P(C2CCCCC2)C2CCCCC2)=C(C(C)C)C=1)C.C([O-])([O-])=O.[Na+].[Na+]. (7) Given the product [CH2:16]([O:9][CH2:8][CH2:7][C:6]1[S:5][C:4]2[CH:10]=[CH:11][CH:12]=[CH:13][C:3]=2[C:2]=1[Br:1])[C:17]1[CH:22]=[CH:21][CH:20]=[CH:19][CH:18]=1, predict the reactants needed to synthesize it. The reactants are: [Br:1][C:2]1[C:3]2[CH:13]=[CH:12][CH:11]=[CH:10][C:4]=2[S:5][C:6]=1[CH2:7][CH2:8][OH:9].[H-].[Na+].[CH2:16](Br)[C:17]1[CH:22]=[CH:21][CH:20]=[CH:19][CH:18]=1. (8) Given the product [Cl:17][C:15]1[CH:14]=[CH:13][C:11]2[N:12]=[C:8]([NH:7][C@@H:6]3[CH2:5][C@H:4]([OH:18])[CH2:3][C@@H:2]3[NH:1][C:30](=[O:31])[C:29]3[C:33]([O:37][CH3:38])=[CH:34][CH:35]=[CH:36][C:28]=3[O:27][CH3:26])[S:9][C:10]=2[CH:16]=1, predict the reactants needed to synthesize it. The reactants are: [NH2:1][C@@H:2]1[C@H:6]([NH:7][C:8]2[S:9][C:10]3[CH:16]=[C:15]([Cl:17])[CH:14]=[CH:13][C:11]=3[N:12]=2)[CH2:5][C@H:4]([OH:18])[CH2:3]1.C(N(CC)CC)C.[CH3:26][O:27][C:28]1[CH:36]=[CH:35][CH:34]=[C:33]([O:37][CH3:38])[C:29]=1[C:30](Cl)=[O:31].C(=O)(O)[O-].[Na+]. (9) Given the product [NH2:10][C:9]1[CH:8]=[CH:7][O:6][C:5]=1[C:3]([O:2][CH3:1])=[O:4], predict the reactants needed to synthesize it. The reactants are: [CH3:1][O:2][C:3]([C:5]1[O:6][CH:7]=[CH:8][C:9]=1[NH:10]C(=O)OC(C)(C)C)=[O:4].FC(F)(F)C(O)=O. (10) Given the product [CH2:1]([O:3][C:4](=[O:19])[CH2:5][CH2:6][N:7]1[C:16]2[C:11](=[CH:12][C:13]([O:17][CH2:32][C:31]3[CH:34]=[CH:35][C:28]([O:27][CH3:26])=[CH:29][CH:30]=3)=[CH:14][CH:15]=2)[CH2:10][CH2:9][C:8]1=[O:18])[CH3:2], predict the reactants needed to synthesize it. The reactants are: [CH2:1]([O:3][C:4](=[O:19])[CH2:5][CH2:6][N:7]1[C:16]2[C:11](=[CH:12][C:13]([OH:17])=[CH:14][CH:15]=2)[CH2:10][CH2:9][C:8]1=[O:18])[CH3:2].C([O-])([O-])=O.[Cs+].[Cs+].[CH3:26][O:27][C:28]1[CH:35]=[CH:34][C:31]([CH2:32]Cl)=[CH:30][CH:29]=1.